Dataset: Forward reaction prediction with 1.9M reactions from USPTO patents (1976-2016). Task: Predict the product of the given reaction. Given the reactants Cl[C:2]1[N:7]=[CH:6][N:5]=[C:4]([NH:8][C:9]2[CH:14]=[CH:13][CH:12]=[C:11]([NH:15][CH3:16])[N:10]=2)[CH:3]=1.[O:17]([C:24]1[CH:30]=[CH:29][C:27]([NH2:28])=[CH:26][CH:25]=1)[C:18]1[CH:23]=[CH:22][CH:21]=[CH:20][CH:19]=1, predict the reaction product. The product is: [CH3:16][NH:15][C:11]1[N:10]=[C:9]([NH:8][C:4]2[CH:3]=[C:2]([NH:28][C:27]3[CH:26]=[CH:25][C:24]([O:17][C:18]4[CH:23]=[CH:22][CH:21]=[CH:20][CH:19]=4)=[CH:30][CH:29]=3)[N:7]=[CH:6][N:5]=2)[CH:14]=[CH:13][CH:12]=1.